Dataset: Catalyst prediction with 721,799 reactions and 888 catalyst types from USPTO. Task: Predict which catalyst facilitates the given reaction. Product: [Cl:1][C:2]1[CH:3]=[C:4]([NH:22][C:23](=[O:29])[CH2:24][C:25]([OH:27])=[O:26])[CH:5]=[C:6]([CH3:21])[C:7]=1[O:8][C:9]1[CH:10]=[C:11]2[C:15](=[CH:16][CH:17]=1)[NH:14][CH:13]=[C:12]2[CH:18]([CH3:19])[CH3:20]. Reactant: [Cl:1][C:2]1[CH:3]=[C:4]([NH:22][C:23](=[O:29])[CH2:24][C:25]([O:27]C)=[O:26])[CH:5]=[C:6]([CH3:21])[C:7]=1[O:8][C:9]1[CH:10]=[C:11]2[C:15](=[CH:16][CH:17]=1)[NH:14][CH:13]=[C:12]2[CH:18]([CH3:20])[CH3:19]. The catalyst class is: 494.